From a dataset of Full USPTO retrosynthesis dataset with 1.9M reactions from patents (1976-2016). Predict the reactants needed to synthesize the given product. (1) Given the product [Cl:1][C:2]1[C:3]2[CH:10]=[CH:9][N:8]([CH2:12][C:13]3[N:17]([C:18]4[CH:23]=[CH:22][CH:21]=[CH:20][CH:19]=4)[C:16]4[CH:24]=[CH:25][CH:26]=[CH:27][C:15]=4[N:14]=3)[C:4]=2[N:5]=[CH:6][N:7]=1, predict the reactants needed to synthesize it. The reactants are: [Cl:1][C:2]1[C:3]2[CH:10]=[CH:9][NH:8][C:4]=2[N:5]=[CH:6][N:7]=1.Cl[CH2:12][C:13]1[N:17]([C:18]2[CH:23]=[CH:22][CH:21]=[CH:20][CH:19]=2)[C:16]2[CH:24]=[CH:25][CH:26]=[CH:27][C:15]=2[N:14]=1.C([O-])([O-])=O.[K+].[K+].O. (2) Given the product [CH3:1][O:2][C:3]1[N:8]=[N:7][C:6]([C:9]([N:17]([CH3:18])[CH3:13])=[O:11])=[CH:5][CH:4]=1, predict the reactants needed to synthesize it. The reactants are: [CH3:1][O:2][C:3]1[N:8]=[N:7][C:6]([C:9]([OH:11])=O)=[CH:5][CH:4]=1.Cl[C:13]([N:17](C)[CH3:18])=C(C)C.CNC. (3) Given the product [F:30][C:27]([F:28])([F:29])[C:26]([N:25]([CH2:24][C:11]1([CH2:10][O:9][CH3:8])[CH2:16][CH2:15][NH:14][CH2:13][CH2:12]1)[C@@H:32]1[CH2:34][C@H:33]1[C:35]1[CH:40]=[CH:39][CH:38]=[CH:37][CH:36]=1)=[O:31], predict the reactants needed to synthesize it. The reactants are: Cl.O1CCOCC1.[CH3:8][O:9][CH2:10][C:11]1([CH2:24][N:25]([C@@H:32]2[CH2:34][C@H:33]2[C:35]2[CH:40]=[CH:39][CH:38]=[CH:37][CH:36]=2)[C:26](=[O:31])[C:27]([F:30])([F:29])[F:28])[CH2:16][CH2:15][N:14](C(OC(C)(C)C)=O)[CH2:13][CH2:12]1. (4) Given the product [OH:1][C@H:2]([C@@H:13]([NH:21][C:22](=[O:41])[C@H:23]([CH2:37][C:38](=[O:40])[NH2:39])[NH:24][C:25]([C:27]1[CH:36]=[CH:35][C:34]2[C:29](=[CH:30][CH:31]=[CH:32][CH:33]=2)[N:28]=1)=[O:26])[CH2:14][C:15]1[CH:20]=[CH:19][CH:18]=[CH:17][CH:16]=1)[CH2:3][N:4]([CH2:6][CH:7]1[CH2:8][CH2:9][CH2:10][CH2:11][CH2:12]1)[NH:5][C:51](=[O:52])[C@H:47]([CH:48]([CH3:49])[CH3:50])[NH:46][C:44]([O:43][CH3:42])=[O:45], predict the reactants needed to synthesize it. The reactants are: [OH:1][C@H:2]([C@@H:13]([NH:21][C:22](=[O:41])[C@H:23]([CH2:37][C:38](=[O:40])[NH2:39])[NH:24][C:25]([C:27]1[CH:36]=[CH:35][C:34]2[C:29](=[CH:30][CH:31]=[CH:32][CH:33]=2)[N:28]=1)=[O:26])[CH2:14][C:15]1[CH:20]=[CH:19][CH:18]=[CH:17][CH:16]=1)[CH2:3][N:4]([CH2:6][CH:7]1[CH2:12][CH2:11][CH2:10][CH2:9][CH2:8]1)[NH2:5].[CH3:42][O:43][C:44]([NH:46][C@H:47]([C:51](O)=[O:52])[CH:48]([CH3:50])[CH3:49])=[O:45].CN(C(ON1N=NC2C=CC=CC1=2)=[N+](C)C)C.F[P-](F)(F)(F)(F)F.NN. (5) The reactants are: [CH:1]([O:4][C:5](=[O:26])[C@H:6]([CH2:18][C:19]1[CH:24]=[CH:23][C:22]([NH2:25])=[CH:21][CH:20]=1)[NH:7][C:8](=[O:17])[C:9]1[C:14]([Cl:15])=[CH:13][CH:12]=[CH:11][C:10]=1[Cl:16])([CH3:3])[CH3:2].O.ON1C2C=CC=CC=2N=N1.[I:38][C:39]1[CH:47]=[C:43]([C:44](O)=[O:45])[C:42]([NH2:48])=[CH:41][CH:40]=1.Cl.C(N=C=NCCCN(C)C)C. Given the product [CH:1]([O:4][C:5](=[O:26])[C@H:6]([CH2:18][C:19]1[CH:20]=[CH:21][C:22]([NH:25][C:44](=[O:45])[C:43]2[CH:47]=[C:39]([I:38])[CH:40]=[CH:41][C:42]=2[NH2:48])=[CH:23][CH:24]=1)[NH:7][C:8](=[O:17])[C:9]1[C:10]([Cl:16])=[CH:11][CH:12]=[CH:13][C:14]=1[Cl:15])([CH3:3])[CH3:2], predict the reactants needed to synthesize it. (6) Given the product [I:1][C:2]1[CH:3]=[C:4]([CH:5]=[CH:6][CH:7]=1)[O:8][C:10]([CH3:16])([CH3:15])[C:11]([O:13][CH3:14])=[O:12], predict the reactants needed to synthesize it. The reactants are: [I:1][C:2]1[CH:3]=[C:4]([OH:8])[CH:5]=[CH:6][CH:7]=1.Br[C:10]([CH3:16])([CH3:15])[C:11]([O:13][CH3:14])=[O:12].C(=O)([O-])[O-].[Cs+].[Cs+].O. (7) Given the product [CH3:11][O:12][C:13]1[CH:14]=[C:15]2[CH2:24][CH:23]([CH2:25][CH:26]3[CH2:27][CH2:28][N:29]([CH2:32][C:33]4[CH:38]=[CH:37][CH:36]=[CH:35][CH:34]=4)[CH2:30][CH2:31]3)[C:21](=[O:22])[C:16]2=[CH:17][C:18]=1[O:19][CH3:20].[C:6]([CH:4]([CH:2]([C:1]([O-:10])=[O:9])[OH:3])[OH:5])([O-:8])=[O:7], predict the reactants needed to synthesize it. The reactants are: [C:1]([OH:10])(=[O:9])[CH:2]([CH:4]([C:6]([OH:8])=[O:7])[OH:5])[OH:3].[CH3:11][O:12][C:13]1[CH:14]=[C:15]2[CH2:24][CH:23]([CH2:25][CH:26]3[CH2:31][CH2:30][N:29]([CH2:32][C:33]4[CH:34]=[CH:35][CH:36]=[CH:37][CH:38]=4)[CH2:28][CH2:27]3)[C:21](=[O:22])[C:16]2=[CH:17][C:18]=1[O:19][CH3:20]. (8) The reactants are: Cl[C:2]1[N:7]=[N:6][C:5]([C:8]2[C:13]([F:14])=[CH:12][CH:11]=[CH:10][C:9]=2[F:15])=[N:4][CH:3]=1.[Cl:16][C:17]1[CH:18]=[C:19]([OH:23])[CH:20]=[CH:21][CH:22]=1.C(=O)([O-])[O-].[K+].[K+].O. Given the product [Cl:16][C:17]1[CH:18]=[C:19]([CH:20]=[CH:21][CH:22]=1)[O:23][C:2]1[N:7]=[N:6][C:5]([C:8]2[C:13]([F:14])=[CH:12][CH:11]=[CH:10][C:9]=2[F:15])=[N:4][CH:3]=1, predict the reactants needed to synthesize it. (9) Given the product [NH2:26][C:25]1[CH:27]=[CH:28][C:29]([N:3]2[CH:4]3[CH2:22][CH2:21][CH2:20][CH2:19][CH:5]3[N:6]([C:7]3[CH:14]=[CH:13][C:10]([C:11]#[N:12])=[C:9]([C:15]([F:18])([F:16])[F:17])[CH:8]=3)[C:2]2=[O:1])=[CH:30][C:24]=1[F:23], predict the reactants needed to synthesize it. The reactants are: [O:1]=[C:2]1[N:6]([C:7]2[CH:14]=[CH:13][C:10]([C:11]#[N:12])=[C:9]([C:15]([F:18])([F:17])[F:16])[CH:8]=2)[C@@H:5]2[CH2:19][CH2:20][CH2:21][CH2:22][C@H:4]2[NH:3]1.[F:23][C:24]1[CH:30]=[C:29](I)[CH:28]=[CH:27][C:25]=1[NH2:26].